This data is from Full USPTO retrosynthesis dataset with 1.9M reactions from patents (1976-2016). The task is: Predict the reactants needed to synthesize the given product. (1) Given the product [CH2:1]([CH:8]1[C:9]2[CH:10]=[CH:11][CH:12]=[CH:13][C:14]=2[S:15][C:16]2[C:21]1=[CH:20][CH:19]=[CH:18][CH:17]=2)[C:2]1[CH:3]=[CH:4][CH:5]=[CH:6][CH:7]=1, predict the reactants needed to synthesize it. The reactants are: [CH:1](=[C:8]1[C:21]2[CH:20]=[CH:19][CH:18]=[CH:17][C:16]=2[S:15][C:14]2[C:9]1=[CH:10][CH:11]=[CH:12][CH:13]=2)[C:2]1[CH:7]=[CH:6][CH:5]=[CH:4][CH:3]=1.[H][H]. (2) Given the product [CH:15]1([C@@H:18]([C:20]2[CH:25]=[CH:24][CH:23]=[CH:22][C:21]=2[F:26])[NH:19][C:11]([C:8]2[CH:9]=[C:10]3[C:5](=[CH:6][CH:7]=2)[NH:4][N:3]=[C:2]3[I:1])=[O:13])[CH2:16][CH2:17]1, predict the reactants needed to synthesize it. The reactants are: [I:1][C:2]1[C:10]2[C:5](=[CH:6][CH:7]=[C:8]([C:11]([OH:13])=O)[CH:9]=2)[NH:4][N:3]=1.Cl.[CH:15]1([C@@H:18]([C:20]2[CH:25]=[CH:24][CH:23]=[CH:22][C:21]=2[F:26])[NH2:19])[CH2:17][CH2:16]1.C1N(P(Cl)(N2C(=O)OCC2)=O)C(=O)OC1.CCN(C(C)C)C(C)C. (3) Given the product [C:19]([O:18][C:16]([N:14]([CH3:15])[CH2:13][C:12]#[C:11][C:8]1[S:9][CH:10]=[C:6]([C:4]([OH:5])=[O:3])[N:7]=1)=[O:17])([CH3:22])([CH3:21])[CH3:20], predict the reactants needed to synthesize it. The reactants are: C([O:3][C:4]([C:6]1[N:7]=[C:8]([C:11]#[C:12][CH2:13][N:14]([C:16]([O:18][C:19]([CH3:22])([CH3:21])[CH3:20])=[O:17])[CH3:15])[S:9][CH:10]=1)=[O:5])C.[OH-].[Na+].Cl.